This data is from Catalyst prediction with 721,799 reactions and 888 catalyst types from USPTO. The task is: Predict which catalyst facilitates the given reaction. (1) Reactant: [Cl:1][C:2]1[N:7]=[C:6]2[NH:8][C:9](=[O:43])[C@@:10]3([C@H:29]([CH2:30][C:31]([CH3:34])([CH3:33])[CH3:32])[N:13]4[CH2:14][N:15]([C:18]5[CH:26]=[CH:25][C:21]([C:22]([OH:24])=O)=[CH:20][C:19]=5[O:27][CH3:28])[C:16](=[O:17])[C@H:12]4[C@@H:11]3[C:35]3[CH:40]=[CH:39][CH:38]=[C:37]([Cl:41])[C:36]=3[F:42])[C:5]2=[CH:4][CH:3]=1.[OH-].[NH4+:45]. Product: [Cl:1][C:2]1[N:7]=[C:6]2[NH:8][C:9](=[O:43])[C@@:10]3([C@H:29]([CH2:30][C:31]([CH3:34])([CH3:32])[CH3:33])[N:13]4[CH2:14][N:15]([C:18]5[CH:26]=[CH:25][C:21]([C:22]([NH2:45])=[O:24])=[CH:20][C:19]=5[O:27][CH3:28])[C:16](=[O:17])[C@H:12]4[C@@H:11]3[C:35]3[CH:40]=[CH:39][CH:38]=[C:37]([Cl:41])[C:36]=3[F:42])[C:5]2=[CH:4][CH:3]=1. The catalyst class is: 1. (2) Reactant: CN(C(ON1N=NC2C=CC=NC1=2)=[N+](C)C)C.F[P-](F)(F)(F)(F)F.C(N(CC)C(C)C)(C)C.[CH:34]1([C@@H:39]([C:43]2[CH:48]=[CH:47][C:46]([CH3:49])=[CH:45][CH:44]=2)[C:40]([OH:42])=O)[CH2:38][CH2:37][CH2:36][CH2:35]1.[NH2:50][C:51]1[CH:52]=[C:53]([CH:65]=[CH:66][CH:67]=1)[CH2:54][C:55]1([C:58]([O:60][C:61]([CH3:64])([CH3:63])[CH3:62])=[O:59])[CH2:57][CH2:56]1. Product: [CH:34]1([C@@H:39]([C:43]2[CH:48]=[CH:47][C:46]([CH3:49])=[CH:45][CH:44]=2)[C:40]([NH:50][C:51]2[CH:52]=[C:53]([CH:65]=[CH:66][CH:67]=2)[CH2:54][C:55]2([C:58]([O:60][C:61]([CH3:64])([CH3:62])[CH3:63])=[O:59])[CH2:57][CH2:56]2)=[O:42])[CH2:35][CH2:36][CH2:37][CH2:38]1. The catalyst class is: 3. (3) Reactant: C[O:2][C:3]1[CH:8]=[CH:7][C:6]([CH2:9][CH2:10][CH2:11][C:12]2[N:13]([CH2:26][CH2:27][CH3:28])[C:14](=[O:25])[N:15]([CH2:17][C:18]3[CH:23]=[CH:22][C:21]([CH3:24])=[CH:20][CH:19]=3)[N:16]=2)=[CH:5][CH:4]=1.Cl.N1C=CC=CC=1. Product: [OH:2][C:3]1[CH:8]=[CH:7][C:6]([CH2:9][CH2:10][CH2:11][C:12]2[N:13]([CH2:26][CH2:27][CH3:28])[C:14](=[O:25])[N:15]([CH2:17][C:18]3[CH:19]=[CH:20][C:21]([CH3:24])=[CH:22][CH:23]=3)[N:16]=2)=[CH:5][CH:4]=1. The catalyst class is: 84. (4) Reactant: [F:1][C:2]1[CH:11]=[C:10]2[C:5]([CH:6]=[C:7]([C@@H:19]([NH2:21])[CH3:20])[C:8]([C:12]3[CH:17]=[CH:16][CH:15]=[C:14]([F:18])[CH:13]=3)=[N:9]2)=[CH:4][CH:3]=1.[NH2:22][C:23]1[C:28]([C:29]#[N:30])=[C:27](Cl)[N:26]=[CH:25][N:24]=1.CCN(C(C)C)C(C)C. Product: [NH2:22][C:23]1[C:28]([C:29]#[N:30])=[C:27]([NH:21][C@H:19]([C:7]2[C:8]([C:12]3[CH:17]=[CH:16][CH:15]=[C:14]([F:18])[CH:13]=3)=[N:9][C:10]3[C:5]([CH:6]=2)=[CH:4][CH:3]=[C:2]([F:1])[CH:11]=3)[CH3:20])[N:26]=[CH:25][N:24]=1. The catalyst class is: 3. (5) Reactant: [CH3:1][O:2][C:3]([C:5]1[N:6]([CH2:25][C:26]2[CH:31]=[CH:30][C:29]([C:32]([O:34]C)=[O:33])=[CH:28][CH:27]=2)[C:7](=[O:24])[C:8]2[C:13]([C:14]=1[C:15]1[CH:20]=[CH:19][CH:18]=[C:17]([CH2:21][OH:22])[CH:16]=1)=[CH:12][C:11]([Cl:23])=[CH:10][CH:9]=2)=[O:4].[OH-].[Na+].Cl. Product: [CH3:1][O:2][C:3]([C:5]1[N:6]([CH2:25][C:26]2[CH:27]=[CH:28][C:29]([C:32]([OH:34])=[O:33])=[CH:30][CH:31]=2)[C:7](=[O:24])[C:8]2[C:13]([C:14]=1[C:15]1[CH:20]=[CH:19][CH:18]=[C:17]([CH2:21][OH:22])[CH:16]=1)=[CH:12][C:11]([Cl:23])=[CH:10][CH:9]=2)=[O:4]. The catalyst class is: 5.